Dataset: Full USPTO retrosynthesis dataset with 1.9M reactions from patents (1976-2016). Task: Predict the reactants needed to synthesize the given product. (1) Given the product [CH2:23]([O:22][C:5]1[CH:4]=[C:3]([CH:21]=[CH:20][C:6]=1[O:7][CH2:8][C:9]1[N:10]=[C:11]([C:15]2[O:16][CH:17]=[CH:18][CH:19]=2)[O:12][C:13]=1[CH3:14])[CH2:2][O:25][C:26]1[C:30]([CH:31]=[O:32])=[CH:29][N:28]([C:33]2[CH:34]=[CH:35][CH:36]=[CH:37][CH:38]=2)[N:27]=1)[CH3:24], predict the reactants needed to synthesize it. The reactants are: Cl[CH2:2][C:3]1[CH:21]=[CH:20][C:6]([O:7][CH2:8][C:9]2[N:10]=[C:11]([C:15]3[O:16][CH:17]=[CH:18][CH:19]=3)[O:12][C:13]=2[CH3:14])=[C:5]([O:22][CH2:23][CH3:24])[CH:4]=1.[OH:25][C:26]1[C:30]([CH:31]=[O:32])=[CH:29][N:28]([C:33]2[CH:38]=[CH:37][CH:36]=[CH:35][CH:34]=2)[N:27]=1.CN(C)C=O.[H-].[Na+]. (2) The reactants are: [Cl-].O[NH3+:3].[C:4](=[O:7])([O-])[OH:5].[Na+].CS(C)=O.[OH:13][C:14]([C:17]1[CH:22]=[CH:21][C:20]([N:23]2[C:28](=[O:29])[C:27]([CH2:30][C:31]3[CH:36]=[CH:35][C:34]([C:37]4[C:38]([C:43]#[N:44])=[CH:39][CH:40]=[CH:41][CH:42]=4)=[CH:33][CH:32]=3)=[C:26]([CH2:45][CH2:46][CH3:47])[N:25]=[C:24]2[CH3:48])=[CH:19][CH:18]=1)([CH3:16])[CH3:15]. Given the product [OH:13][C:14]([C:17]1[CH:22]=[CH:21][C:20]([N:23]2[C:28](=[O:29])[C:27]([CH2:30][C:31]3[CH:36]=[CH:35][C:34]([C:37]4[CH:42]=[CH:41][CH:40]=[CH:39][C:38]=4[C:43]4[NH:3][C:4](=[O:7])[O:5][N:44]=4)=[CH:33][CH:32]=3)=[C:26]([CH2:45][CH2:46][CH3:47])[N:25]=[C:24]2[CH3:48])=[CH:19][CH:18]=1)([CH3:15])[CH3:16], predict the reactants needed to synthesize it. (3) Given the product [F:32][C:33]([F:50])([F:51])[O:34][C:35]1[CH:36]=[C:37]([CH:47]=[CH:48][CH:49]=1)[O:38][C:39]1[CH:40]=[C:41]([CH2:42][NH:43][C:4](=[O:6])[C:3]2[CH:7]=[CH:8][CH:9]=[N:10][C:2]=2[NH2:1])[CH:44]=[CH:45][CH:46]=1, predict the reactants needed to synthesize it. The reactants are: [NH2:1][C:2]1[N:10]=[CH:9][CH:8]=[CH:7][C:3]=1[C:4]([OH:6])=O.ON1C2C=CC=CC=2N=N1.CCN=C=NCCCN(C)C.[F:32][C:33]([F:51])([F:50])[O:34][C:35]1[CH:36]=[C:37]([CH:47]=[CH:48][CH:49]=1)[O:38][C:39]1[CH:40]=[C:41]([CH:44]=[CH:45][CH:46]=1)[CH2:42][NH2:43].C(=O)(O)[O-].[Na+]. (4) The reactants are: [CH:1]1([C:4]2[C:9]3[CH2:10][O:11][C:12]([CH3:15])([CH3:14])[CH2:13][C:8]=3[C:7]([C:16]#[N:17])=[C:6]([N:18]3[CH2:23][CH2:22][N:21]([CH2:24][CH2:25][OH:26])[C@H:20]([CH:27]([CH3:29])[CH3:28])[CH2:19]3)[N:5]=2)[CH2:3][CH2:2]1.C(N(CC)CC)C.[C:37](Cl)(=[O:39])[CH3:38]. Given the product [C:37]([O:26][CH2:25][CH2:24][N:21]1[CH2:22][CH2:23][N:18]([C:6]2[C:7]([C:16]#[N:17])=[C:8]3[CH2:13][C:12]([CH3:14])([CH3:15])[O:11][CH2:10][C:9]3=[C:4]([CH:1]3[CH2:2][CH2:3]3)[N:5]=2)[CH2:19][C@H:20]1[CH:27]([CH3:29])[CH3:28])(=[O:39])[CH3:38], predict the reactants needed to synthesize it.